This data is from Catalyst prediction with 721,799 reactions and 888 catalyst types from USPTO. The task is: Predict which catalyst facilitates the given reaction. (1) The catalyst class is: 6. Product: [N:12]1([C:2]2[CH:3]=[N:4][CH:5]=[C:6]3[C:11]=2[N:10]=[CH:9][CH:8]=[CH:7]3)[CH2:17][CH2:16][NH:15][CH2:14][CH2:13]1. Reactant: Br[C:2]1[CH:3]=[N:4][CH:5]=[C:6]2[C:11]=1[N:10]=[CH:9][CH:8]=[CH:7]2.[NH:12]1[CH2:17][CH2:16][NH:15][CH2:14][CH2:13]1.CC(C)([O-])C.[Na+].P(C(C)(C)C)(C(C)(C)C)C(C)(C)C. (2) Reactant: N(C([C:6]1[N:7]=[C:8]2[CH:13]=[CH:12][C:11]([Cl:14])=[N:10][N:9]2[CH:15]=1)=O)=[N+]=[N-].C[N:17](C=O)C. Product: [Cl:14][C:11]1[CH:12]=[CH:13][C:8]2[N:9]([CH:15]=[C:6]([NH2:17])[N:7]=2)[N:10]=1. The catalyst class is: 6.